This data is from Reaction yield outcomes from USPTO patents with 853,638 reactions. The task is: Predict the reaction yield, written as a fraction of the theoretical maximum amount of product (1.0 means a 100% yield; for example, 0.34 means a 34% yield). (1) The reactants are [CH3:1][C:2]1[CH:7]=[CH:6][N:5]=[CH:4][C:3]=1[N:8]1[CH2:12][CH2:11][NH:10][C:9]1=[O:13].Br[C:15]1[CH:16]=[N:17][N:18]([C:20]([C:33]2[CH:38]=[CH:37][CH:36]=[CH:35][CH:34]=2)([C:27]2[CH:32]=[CH:31][CH:30]=[CH:29][CH:28]=2)[C:21]2[CH:26]=[CH:25][CH:24]=[CH:23][CH:22]=2)[CH:19]=1.N[C@@H]1CCCC[C@H]1N.C(=O)([O-])[O-].[K+].[K+]. The catalyst is [Cu](I)I.O1CCOCC1. The product is [CH3:1][C:2]1[CH:7]=[CH:6][N:5]=[CH:4][C:3]=1[N:8]1[CH2:12][CH2:11][N:10]([C:15]2[CH:16]=[N:17][N:18]([C:20]([C:27]3[CH:32]=[CH:31][CH:30]=[CH:29][CH:28]=3)([C:21]3[CH:22]=[CH:23][CH:24]=[CH:25][CH:26]=3)[C:33]3[CH:38]=[CH:37][CH:36]=[CH:35][CH:34]=3)[CH:19]=2)[C:9]1=[O:13]. The yield is 0.600. (2) The reactants are [Cl:1][C:2]1[S:6][C:5]([S:7]([NH2:10])(=[O:9])=[O:8])=[CH:4][CH:3]=1.[NH2:11][C:12]1[CH:17]=[CH:16][C:15]([N:18]2[C:22](=[O:23])[C:21]3[CH:24]=[C:25]([Cl:28])[CH:26]=[CH:27][C:20]=3[C:19]2=[O:29])=[C:14]([CH3:30])[CH:13]=1.[C:31](Cl)(=[O:35])[C:32](Cl)=[O:33]. No catalyst specified. The product is [Cl:1][C:2]1[S:6][C:5]([S:7]([NH:10][C:31](=[O:35])[C:32]([NH:11][C:12]2[CH:17]=[CH:16][C:15]([N:18]3[C:22](=[O:23])[C:21]4[CH:24]=[C:25]([Cl:28])[CH:26]=[CH:27][C:20]=4[C:19]3=[O:29])=[C:14]([CH3:30])[CH:13]=2)=[O:33])(=[O:9])=[O:8])=[CH:4][CH:3]=1. The yield is 0.440. (3) The reactants are Cl[C:2]1[N:7]=[C:6]([C:8]2[S:12][C:11]([C:13]([CH3:16])([CH3:15])[CH3:14])=[N:10][C:9]=2[C:17]2[C:18]([F:35])=[C:19]([NH:23][S:24]([C:27]3[CH:32]=[C:31]([F:33])[CH:30]=[CH:29][C:28]=3[F:34])(=[O:26])=[O:25])[CH:20]=[CH:21][CH:22]=2)[CH:5]=[CH:4][N:3]=1.[NH2:36][CH2:37][CH2:38][N:39]1[CH2:43][CH2:42][CH2:41][C:40]1=[O:44].CCN(C(C)C)C(C)C. The catalyst is CO.C(Cl)Cl. The product is [CH3:14][C:13]([C:11]1[S:12][C:8]([C:6]2[CH:5]=[CH:4][N:3]=[C:2]([NH:36][CH2:37][CH2:38][N:39]3[CH2:43][CH2:42][CH2:41][C:40]3=[O:44])[N:7]=2)=[C:9]([C:17]2[C:18]([F:35])=[C:19]([NH:23][S:24]([C:27]3[CH:32]=[C:31]([F:33])[CH:30]=[CH:29][C:28]=3[F:34])(=[O:26])=[O:25])[CH:20]=[CH:21][CH:22]=2)[N:10]=1)([CH3:16])[CH3:15]. The yield is 0.670.